This data is from Catalyst prediction with 721,799 reactions and 888 catalyst types from USPTO. The task is: Predict which catalyst facilitates the given reaction. (1) Reactant: [C:1]([O:5][C:6]([N:8]1[CH2:13][CH2:12][C:11]([C:15]2[S:23][C:22]3[C:21]([N:24]4[CH2:29][CH2:28][O:27][CH2:26][CH2:25]4)=[N:20][C:19]([Cl:30])=[N:18][C:17]=3[CH:16]=2)([OH:14])[CH2:10][CH2:9]1)=[O:7])([CH3:4])([CH3:3])[CH3:2].[H-].[Na+].I[CH3:34]. Product: [C:1]([O:5][C:6]([N:8]1[CH2:9][CH2:10][C:11]([C:15]2[S:23][C:22]3[C:21]([N:24]4[CH2:25][CH2:26][O:27][CH2:28][CH2:29]4)=[N:20][C:19]([Cl:30])=[N:18][C:17]=3[CH:16]=2)([O:14][CH3:34])[CH2:12][CH2:13]1)=[O:7])([CH3:4])([CH3:2])[CH3:3]. The catalyst class is: 3. (2) Reactant: [F:1][C:2]([F:16])([F:15])[C:3]([NH:5][CH2:6][C:7]1[CH:12]=[CH:11][C:10]([CH2:13][OH:14])=[CH:9][CH:8]=1)=[O:4].[H-].[Na+].Cl[C:20]1[N:25]=[C:24]([NH2:26])[CH:23]=[CH:22][N:21]=1.O. Product: [NH2:26][C:24]1[CH:23]=[CH:22][N:21]=[C:20]([O:14][CH2:13][C:10]2[CH:11]=[CH:12][C:7]([CH2:6][NH:5][C:3](=[O:4])[C:2]([F:15])([F:16])[F:1])=[CH:8][CH:9]=2)[N:25]=1. The catalyst class is: 44. (3) Reactant: [NH2:1][CH:2]([C:5]1[CH:10]=[CH:9][CH:8]=[CH:7][CH:6]=1)[CH2:3][OH:4].[NH+]1C=CC=CC=1.[F:17][C:18]([F:23])([F:22])[C:19]([CH3:21])=O.O. Product: [CH3:21][C:19]1([C:18]([F:23])([F:22])[F:17])[NH:1][CH:2]([C:5]2[CH:10]=[CH:9][CH:8]=[CH:7][CH:6]=2)[CH2:3][O:4]1. The catalyst class is: 11. (4) Product: [CH2:31]([C:35]1([C:45]2[CH:50]=[CH:49][CH:48]=[CH:47][CH:46]=2)[C:39]2[CH2:40][N:41]([C:28]([C@@H:27]3[CH2:26][C:25]4[C:20](=[CH:21][CH:22]=[CH:23][CH:24]=4)[CH2:19][NH:18]3)=[O:29])[CH2:42][CH2:43][C:38]=2[C:37](=[O:44])[O:36]1)[CH:32]([CH3:34])[CH3:33]. Reactant: C1C2C(COC([N:18]3[C@H:27]([C:28](O)=[O:29])[CH2:26][C:25]4[C:20](=[CH:21][CH:22]=[CH:23][CH:24]=4)[CH2:19]3)=O)C3C(=CC=CC=3)C=2C=CC=1.[CH2:31]([C:35]1([C:45]2[CH:50]=[CH:49][CH:48]=[CH:47][CH:46]=2)[C:39]2[CH2:40][NH:41][CH2:42][CH2:43][C:38]=2[C:37](=[O:44])[O:36]1)[CH:32]([CH3:34])[CH3:33].CCN(C(C)C)C(C)C.CN([P+](ON1N=NC2C=CC=CC1=2)(N(C)C)N(C)C)C.F[P-](F)(F)(F)(F)F. The catalyst class is: 1. (5) Reactant: I[C:2]1[C:10]2[N:9]=[N:8][N:7]([C:11]3[CH:16]=[CH:15][N:14]=[C:13]([NH:17][CH:18]4[CH2:23][CH2:22][N:21]([S:24]([CH3:27])(=[O:26])=[O:25])[CH2:20][CH2:19]4)[N:12]=3)[C:6]=2[CH:5]=[CH:4][CH:3]=1.[CH3:28][C:29]1[C:30](B(O)O)=[CH:31][S:32][CH:33]=1.C([O-])([O-])=O.[Na+].[Na+].C1(C)C=CC=CC=1. Product: [CH3:27][S:24]([N:21]1[CH2:22][CH2:23][CH:18]([NH:17][C:13]2[N:12]=[C:11]([N:7]3[C:6]4[CH:5]=[CH:4][CH:3]=[C:2]([C:30]5[C:29]([CH3:28])=[CH:33][S:32][CH:31]=5)[C:10]=4[N:9]=[N:8]3)[CH:16]=[CH:15][N:14]=2)[CH2:19][CH2:20]1)(=[O:26])=[O:25]. The catalyst class is: 14. (6) Reactant: C([O:3][C:4](=[O:15])[CH2:5][C:6]1[CH:11]=[CH:10][N:9]2[CH:12]=[CH:13][N:14]=[C:8]2[CH:7]=1)C.[OH-].[Na+].Cl. Product: [N:14]1[CH:13]=[CH:12][N:9]2[CH:10]=[CH:11][C:6]([CH2:5][C:4]([OH:15])=[O:3])=[CH:7][C:8]=12. The catalyst class is: 12. (7) Reactant: [F:1][C:2]([F:16])([C:6]1[CH:11]=[CH:10][C:9]([C:12]([O:14][CH3:15])=[O:13])=[CH:8][CH:7]=1)[C:3]([OH:5])=O.[Cl-].[Cl-].[NH3+:19][C@@H:20]([C:22]1[CH:27]=[CH:26][C:25]([O:28][CH2:29][C:30]([F:33])([F:32])[F:31])=[CH:24][NH+:23]=1)[CH3:21].C1C=NC2N(O)N=NC=2C=1.C(Cl)CCl.CCN(C(C)C)C(C)C. Product: [F:16][C:2]([C:6]1[CH:11]=[CH:10][C:9]([C:12]([O:14][CH3:15])=[O:13])=[CH:8][CH:7]=1)([F:1])[C:3](=[O:5])[NH:19][C@@H:20]([C:22]1[CH:27]=[CH:26][C:25]([O:28][CH2:29][C:30]([F:33])([F:31])[F:32])=[CH:24][N:23]=1)[CH3:21]. The catalyst class is: 2. (8) Reactant: [C:1](#[N:4])[CH:2]=[CH2:3].[F:5][C:6]1[CH:11]=[CH:10][C:9]([NH:12][C:13]2[C:14]3[C:21]([CH3:22])=[C:20]([C:23]([NH2:25])=[O:24])[S:19][C:15]=3[N:16]=[CH:17][N:18]=2)=[C:8]([O:26][C@@H:27]2[CH2:32][CH2:31][CH2:30][NH:29][CH2:28]2)[CH:7]=1.C(N(CC)CC)C.CN(C=O)C. Product: [C:1]([CH2:2][CH2:3][N:29]1[CH2:30][CH2:31][CH2:32][C@@H:27]([O:26][C:8]2[CH:7]=[C:6]([F:5])[CH:11]=[CH:10][C:9]=2[NH:12][C:13]2[C:14]3[C:21]([CH3:22])=[C:20]([C:23]([NH2:25])=[O:24])[S:19][C:15]=3[N:16]=[CH:17][N:18]=2)[CH2:28]1)#[N:4]. The catalyst class is: 191. (9) Reactant: [CH3:1][C:2]1([CH3:18])[O:6][C@@H:5]([C@@H:7]([OH:17])[C@@H:7]([C@H:5]2[CH2:4][O:3][C:2]([CH3:18])([CH3:1])[O:6]2)[OH:17])[CH2:4][O:3]1. Product: [CH3:1][C:2]1([CH3:18])[O:6][C@@H:5]([CH:7]=[O:17])[CH2:4][O:3]1. The catalyst class is: 20.